From a dataset of Full USPTO retrosynthesis dataset with 1.9M reactions from patents (1976-2016). Predict the reactants needed to synthesize the given product. (1) Given the product [NH:24]1[C:12]([CH2:11][C:10]2[S:9][C:8]([N:14]3[CH2:15][CH2:16][O:17][CH2:18][CH2:19]3)=[N:7][C:6]=2[CH2:5][C:4]2[CH:20]=[CH:21][C:22]([Cl:23])=[C:2]([Cl:1])[CH:3]=2)=[N:13][N:26]=[N:25]1, predict the reactants needed to synthesize it. The reactants are: [Cl:1][C:2]1[CH:3]=[C:4]([CH:20]=[CH:21][C:22]=1[Cl:23])[CH2:5][C:6]1[N:7]=[C:8]([N:14]2[CH2:19][CH2:18][O:17][CH2:16][CH2:15]2)[S:9][C:10]=1[CH2:11][C:12]#[N:13].[N-:24]=[N+:25]=[N-:26].[Na+].[NH4+].[Cl-]. (2) Given the product [CH2:1]([OH:15])[CH:2]=[CH:3][CH:4]=[CH:5][CH:6]=[CH:7][CH:8]=[CH:9][CH:10]=[CH:11][CH:12]=[CH:13][CH3:14], predict the reactants needed to synthesize it. The reactants are: [CH:1](=[O:15])[CH:2]=[CH:3][CH:4]=[CH:5][CH:6]=[CH:7][CH:8]=[CH:9][CH:10]=[CH:11][CH:12]=[CH:13][CH3:14].[BH4-].[Na+].C(OCC)(=O)C.O. (3) Given the product [CH2:1]([S:13]([CH:14]([CH3:27])[CH2:15][C:16]([CH:18]1[C:23]([CH3:24])([CH3:25])[CH2:22][CH:21]=[CH:20][CH:19]1[CH3:26])=[O:17])=[O:30])[CH2:2][CH2:3][CH2:4][CH2:5][CH2:6][CH2:7][CH2:8][CH2:9][CH2:10][CH2:11][CH3:12], predict the reactants needed to synthesize it. The reactants are: [CH2:1]([S:13][CH:14]([CH3:27])[CH2:15][C:16]([CH:18]1[C:23]([CH3:25])([CH3:24])[CH2:22][CH:21]=[CH:20][CH:19]1[CH3:26])=[O:17])[CH2:2][CH2:3][CH2:4][CH2:5][CH2:6][CH2:7][CH2:8][CH2:9][CH2:10][CH2:11][CH3:12].CC[OH:30]. (4) Given the product [CH3:1][O:2][C:3]([C:5]1[CH:6]=[C:7]([C:14]2[CH:19]=[CH:18][CH:17]=[C:16]([Cl:20])[CH:15]=2)[C:8]([NH2:13])=[C:9]([OH:11])[CH:10]=1)=[O:4], predict the reactants needed to synthesize it. The reactants are: [CH3:1][O:2][C:3]([C:5]1[CH:6]=[C:7]([C:14]2[CH:19]=[CH:18][CH:17]=[C:16]([Cl:20])[CH:15]=2)[C:8]([NH2:13])=[C:9]([O:11]C)[CH:10]=1)=[O:4].B(Br)(Br)Br.CO. (5) Given the product [C:12]([O:15][C:16](=[O:17])[NH:1][C:2]1[CH:3]=[C:4]([CH3:10])[C:5]([OH:9])=[CH:6][C:7]=1[CH3:8])([CH3:14])([CH3:13])[CH3:11], predict the reactants needed to synthesize it. The reactants are: [NH2:1][C:2]1[C:7]([CH3:8])=[CH:6][C:5]([OH:9])=[C:4]([CH3:10])[CH:3]=1.[CH3:11][C:12]([O:15][C:16](O[C:16]([O:15][C:12]([CH3:14])([CH3:13])[CH3:11])=[O:17])=[O:17])([CH3:14])[CH3:13]. (6) Given the product [Cl:1][C:2]1[N:10]=[C:9]2[C:5]([N:6]=[C:7]([CH2:13][N:14]3[CH2:19][CH2:18][N:17]([C:20]4[CH:21]=[CH:38][S:33](=[O:45])(=[O:32])[CH2:34][CH:24]=4)[CH2:16][CH2:15]3)[N:8]2[CH2:11][CH3:12])=[C:4]([N:26]2[CH2:27][CH2:28][O:29][CH2:30][CH2:31]2)[N:3]=1, predict the reactants needed to synthesize it. The reactants are: [Cl:1][C:2]1[N:10]=[C:9]2[C:5]([N:6]=[C:7]([CH2:13][N:14]3[CH2:19][CH2:18][N:17]([C:20](C)([CH3:24])[C:21](N)=O)[CH2:16][CH2:15]3)[N:8]2[CH2:11][CH3:12])=[C:4]([N:26]2[CH2:31][CH2:30][O:29][CH2:28][CH2:27]2)[N:3]=1.[O:32]=[S:33]1(=[O:45])[CH:38]=CC(N2CCNCC2)=C[CH2:34]1.